Dataset: Full USPTO retrosynthesis dataset with 1.9M reactions from patents (1976-2016). Task: Predict the reactants needed to synthesize the given product. (1) Given the product [CH2:7]([O:14][CH:15]([CH2:21][CH:22]=[CH2:23])[CH2:16][OH:17])[C:8]1[CH:13]=[CH:12][CH:11]=[CH:10][CH:9]=1, predict the reactants needed to synthesize it. The reactants are: [H-].[H-].[H-].[H-].[Li+].[Al+3].[CH2:7]([O:14][CH:15]([CH2:21][CH:22]=[CH2:23])[C:16](OCC)=[O:17])[C:8]1[CH:13]=[CH:12][CH:11]=[CH:10][CH:9]=1. (2) The reactants are: Br[C:2]1[CH:3]=[CH:4][C:5]([N:19]([CH:25]2[CH2:30][CH2:29][CH2:28][CH2:27][CH2:26]2)[CH2:20][C:21]([F:24])([F:23])[CH3:22])=[C:6]([NH:8][C:9]([NH:11][C:12]2[CH:17]=[CH:16][C:15]([CH3:18])=[CH:14][CH:13]=2)=[O:10])[CH:7]=1.[NH:31]1[C:35]([C:36]2[CH:41]=[CH:40][CH:39]=[CH:38][C:37]=2B(O)O)=[N:34][N:33]=[N:32]1.BrC1C=CC(N(CC(C)C)CC(C)C)=C(NC(NC2C=CC(C)=CC=2)=O)C=1. Given the product [CH:25]1([N:19]([CH2:20][C:21]([F:24])([F:23])[CH3:22])[C:5]2[CH:4]=[CH:3][C:2]([C:37]3[CH:38]=[CH:39][CH:40]=[CH:41][C:36]=3[C:35]3[NH:34][N:33]=[N:32][N:31]=3)=[CH:7][C:6]=2[NH:8][C:9]([NH:11][C:12]2[CH:17]=[CH:16][C:15]([CH3:18])=[CH:14][CH:13]=2)=[O:10])[CH2:30][CH2:29][CH2:28][CH2:27][CH2:26]1, predict the reactants needed to synthesize it. (3) Given the product [CH3:30][O:29][C:26]1[CH:25]=[CH:24][C:23]([C:22]([N:15]2[C:16]3[C:21](=[CH:20][CH:19]=[CH:18][CH:17]=3)[C@H:12]([NH2:8])[CH2:13][C@@H:14]2[CH3:32])=[O:31])=[CH:28][CH:27]=1, predict the reactants needed to synthesize it. The reactants are: ClC1C=CC([N:8]([C@H:12]2[C:21]3[C:16](=[CH:17][CH:18]=[CH:19][CH:20]=3)[N:15]([C:22](=[O:31])[C:23]3[CH:28]=[CH:27][C:26]([O:29][CH3:30])=[CH:25][CH:24]=3)[C@@H:14]([CH3:32])[CH2:13]2)C(=O)C)=C(F)C=1.FC1C=CC(C(Cl)=O)=CC=1. (4) Given the product [C:1]([C:5]1[CH:16]=[CH:15][C:14]2[C:13]3[CH:12]=[C:11]([CH3:17])[S:10][C:9]=3[CH2:8][C:7]=2[CH:6]=1)([CH3:4])([CH3:3])[CH3:2], predict the reactants needed to synthesize it. The reactants are: [C:1]([C:5]1[CH:16]=[CH:15][C:14]2[C:13]3[CH:12]=[C:11]([CH3:17])[S:10][C:9]=3[C:8](=O)[C:7]=2[CH:6]=1)([CH3:4])([CH3:3])[CH3:2].O.NN.[OH-].[K+]. (5) Given the product [OH:8][NH:9][C:10](=[O:37])[C@H:11]([CH2:30][C:31]1[CH:36]=[CH:35][CH:34]=[CH:33][CH:32]=1)[NH:12][C:13](=[O:29])[C@@H:14]1[CH2:18][CH2:17][CH2:16][N:15]1[S:19]([C:22]1[CH:27]=[CH:26][C:25]([CH3:28])=[CH:24][CH:23]=1)(=[O:21])=[O:20], predict the reactants needed to synthesize it. The reactants are: C([O:8][NH:9][C:10](=[O:37])[C@H:11]([CH2:30][C:31]1[CH:36]=[CH:35][CH:34]=[CH:33][CH:32]=1)[NH:12][C:13](=[O:29])[C@@H:14]1[CH2:18][CH2:17][CH2:16][N:15]1[S:19]([C:22]1[CH:27]=[CH:26][C:25]([CH3:28])=[CH:24][CH:23]=1)(=[O:21])=[O:20])C1C=CC=CC=1.